Dataset: Forward reaction prediction with 1.9M reactions from USPTO patents (1976-2016). Task: Predict the product of the given reaction. (1) Given the reactants [NH2:1][C:2]1[S:3][C:4]2[CH:33]=[CH:32][CH:31]=[CH:30][C:5]=2[C:6]=1[C:7]([N:9]1[CH2:14][CH2:13][CH:12]([N:15]2[CH2:29][CH2:28][CH2:27][C:17]3([O:21][C:20](=[O:22])[N:19]([CH:23]([CH3:25])[CH3:24])[C:18]3=[O:26])[CH2:16]2)[CH2:11][CH2:10]1)=[O:8].[CH2:34]([N:36]=[C:37]=[S:38])[CH3:35], predict the reaction product. The product is: [CH2:34]([NH:36][C:37]([NH:1][C:2]1[S:3][C:4]2[CH:33]=[CH:32][CH:31]=[CH:30][C:5]=2[C:6]=1[C:7]([N:9]1[CH2:10][CH2:11][CH:12]([N:15]2[CH2:29][CH2:28][CH2:27][C:17]3([O:21][C:20](=[O:22])[N:19]([CH:23]([CH3:24])[CH3:25])[C:18]3=[O:26])[CH2:16]2)[CH2:13][CH2:14]1)=[O:8])=[S:38])[CH3:35]. (2) Given the reactants C(Cl)(=O)C(Cl)=O.CS(C)=O.[OH:11][C@H:12]([C@@H:14]1[CH2:23][CH2:22][C:21]2[CH:20]=[C:19]([C@H:24]3[CH2:33][CH2:32][C@@:26]4([NH:30][C:29](=[O:31])[O:28][CH2:27]4)[CH2:25]3)[CH:18]=[CH:17][C:16]=2[CH2:15]1)[CH3:13], predict the reaction product. The product is: [C:12]([C@@H:14]1[CH2:23][CH2:22][C:21]2[CH:20]=[C:19]([C@H:24]3[CH2:33][CH2:32][C@@:26]4([NH:30][C:29](=[O:31])[O:28][CH2:27]4)[CH2:25]3)[CH:18]=[CH:17][C:16]=2[CH2:15]1)(=[O:11])[CH3:13]. (3) Given the reactants [CH:1]1([NH:4][CH:5]2[CH2:10][CH2:9][N:8]([C:11]3[N:16]=[CH:15][C:14]([CH2:17][CH3:18])=[CH:13][N:12]=3)[CH2:7][CH2:6]2)[CH2:3][CH2:2]1.[CH3:19][C:20]1[N:24]([C:25]2[CH:33]=[CH:32][C:28]([C:29](O)=[O:30])=[CH:27][CH:26]=2)[N:23]=[CH:22][N:21]=1, predict the reaction product. The product is: [CH:1]1([N:4]([CH:5]2[CH2:10][CH2:9][N:8]([C:11]3[N:12]=[CH:13][C:14]([CH2:17][CH3:18])=[CH:15][N:16]=3)[CH2:7][CH2:6]2)[C:29](=[O:30])[C:28]2[CH:27]=[CH:26][C:25]([N:24]3[C:20]([CH3:19])=[N:21][CH:22]=[N:23]3)=[CH:33][CH:32]=2)[CH2:2][CH2:3]1. (4) Given the reactants F[P-](F)(F)(F)(F)F.[N:8]1(O[P+](N(C)C)(N(C)C)N(C)C)C2C=CC=CC=2N=N1.OC1C2N=NNC=2C=CC=1.[Cl-].[NH4+].C(N(C(C)C)CC)(C)C.[C:49]([C:51]1[N:56]=[CH:55][C:54]([C:57]2[C:69]3[C:68]4[C:63](=[CH:64][CH:65]=[CH:66][CH:67]=4)[N:62]([C:70]4[CH:78]=[CH:77][C:73]([C:74]([OH:76])=O)=[C:72]([NH:79][CH2:80][CH2:81][C:82]([OH:85])([CH3:84])[CH3:83])[CH:71]=4)[C:61]=3[CH:60]=[CH:59][CH:58]=2)=[CH:53][CH:52]=1)#[N:50], predict the reaction product. The product is: [C:49]([C:51]1[N:56]=[CH:55][C:54]([C:57]2[C:69]3[C:68]4[C:63](=[CH:64][CH:65]=[CH:66][CH:67]=4)[N:62]([C:70]4[CH:78]=[CH:77][C:73]([C:74]([NH2:8])=[O:76])=[C:72]([NH:79][CH2:80][CH2:81][C:82]([OH:85])([CH3:83])[CH3:84])[CH:71]=4)[C:61]=3[CH:60]=[CH:59][CH:58]=2)=[CH:53][CH:52]=1)#[N:50].